Task: Regression/Classification. Given a drug SMILES string, predict its absorption, distribution, metabolism, or excretion properties. Task type varies by dataset: regression for continuous measurements (e.g., permeability, clearance, half-life) or binary classification for categorical outcomes (e.g., BBB penetration, CYP inhibition). Dataset: cyp2d6_veith.. Dataset: CYP2D6 inhibition data for predicting drug metabolism from PubChem BioAssay (1) The drug is CCN(CC)c1ncnc2c1ncn2[C@@H]1O[C@@H](COP(=O)([O-])OP(=O)([O-])C(Br)(Br)P(=O)([O-])O)[C@H](O)[C@@H]1O.[Na+].[Na+].[Na+]. The result is 0 (non-inhibitor). (2) The molecule is O=C(c1ccc(CNS(=O)(=O)c2ccc(F)cc2)cc1)N1CCCC1. The result is 0 (non-inhibitor).